This data is from Full USPTO retrosynthesis dataset with 1.9M reactions from patents (1976-2016). The task is: Predict the reactants needed to synthesize the given product. Given the product [O:3]1[C:8]2=[CH:9][CH:10]=[CH:11][C:7]2=[CH:6][C:5]([CH:12]2[CH2:17][CH2:16][CH2:15][CH2:14][N:13]2[CH2:18][CH2:19][C@H:20]2[CH2:21][CH2:22][C@H:23]([NH:26][C:34](=[O:35])[C:33]3[CH:37]=[CH:38][C:30]([CH:27]([CH3:28])[CH3:29])=[CH:31][CH:32]=3)[CH2:24][CH2:25]2)=[CH:4]1, predict the reactants needed to synthesize it. The reactants are: Cl.Cl.[O:3]1[C:8]2=[CH:9][CH:10]=[CH:11][C:7]2=[CH:6][C:5]([CH:12]2[CH2:17][CH2:16][CH2:15][CH2:14][N:13]2[CH2:18][CH2:19][C@H:20]2[CH2:25][CH2:24][C@H:23]([NH2:26])[CH2:22][CH2:21]2)=[CH:4]1.[CH:27]([C:30]1[CH:38]=[CH:37][C:33]([C:34](O)=[O:35])=[CH:32][CH:31]=1)([CH3:29])[CH3:28].